Predict the reaction yield, written as a fraction of the theoretical maximum amount of product (1.0 means a 100% yield; for example, 0.34 means a 34% yield). From a dataset of Reaction yield outcomes from USPTO patents with 853,638 reactions. (1) The reactants are [CH3:1][C:2]1([CH3:37])[CH2:6][O:5][C:4]2=[CH:7][C:8]3[O:9][CH2:10][C:11]4([C:35]=3[CH:36]=[C:3]12)[C:19]1[C:14](=[CH:15][CH:16]=[CH:17][CH:18]=1)[N:13]([CH2:20][CH:21]1[CH2:26][CH2:25][N:24](C(OC(C)(C)C)=O)[CH2:23][CH2:22]1)[C:12]4=[O:34].Br. The catalyst is ClCCl. The product is [CH3:1][C:2]1([CH3:37])[CH2:6][O:5][C:4]2=[CH:7][C:8]3[O:9][CH2:10][C:11]4([C:35]=3[CH:36]=[C:3]12)[C:19]1[C:14](=[CH:15][CH:16]=[CH:17][CH:18]=1)[N:13]([CH2:20][CH:21]1[CH2:22][CH2:23][NH:24][CH2:25][CH2:26]1)[C:12]4=[O:34]. The yield is 0.460. (2) The reactants are [Cl:1][C:2]1[C:3]([F:31])=[C:4]([CH:8]2[C:12]([C:15]3[CH:20]=[CH:19][C:18]([Cl:21])=[CH:17][C:16]=3[F:22])([C:13]#[N:14])[CH:11]([CH2:23][C:24]([CH3:27])([CH3:26])[CH3:25])[NH:10][CH:9]2[C:28]([OH:30])=O)[CH:5]=[CH:6][CH:7]=1.CCN(C(C)C)C(C)C.C1(P(Cl)(C2C=CC=CC=2)=O)C=CC=CC=1.[CH2:56]([O:58][C:59]([C:61]1[CH:66]=[N:65][C:64]([NH2:67])=[CH:63][N:62]=1)=[O:60])[CH3:57]. The catalyst is ClCCl. The product is [Cl:1][C:2]1[C:3]([F:31])=[C:4]([C@@H:8]2[C@:12]([C:15]3[CH:20]=[CH:19][C:18]([Cl:21])=[CH:17][C:16]=3[F:22])([C:13]#[N:14])[C@H:11]([CH2:23][C:24]([CH3:27])([CH3:26])[CH3:25])[NH:10][C@H:9]2[C:28]([NH:67][C:64]2[N:65]=[CH:66][C:61]([C:59]([O:58][CH2:56][CH3:57])=[O:60])=[N:62][CH:63]=2)=[O:30])[CH:5]=[CH:6][CH:7]=1. The yield is 0.260. (3) The reactants are CC1(C)[O:9][C:8](=[O:10])[C:5]2([CH2:7][CH2:6]2)[C:4](=[O:11])O1.[F:13][C:14]1[CH:15]=[C:16]([CH:18]=[C:19]([F:21])[CH:20]=1)[NH2:17]. The catalyst is C(O)C. The product is [F:13][C:14]1[CH:15]=[C:16]([N:17]2[CH2:6][CH2:7][CH:5]([C:8]([OH:9])=[O:10])[C:4]2=[O:11])[CH:18]=[C:19]([F:21])[CH:20]=1. The yield is 0.480. (4) The product is [C:1]([CH2:3][O:4][C:5]1[CH:10]=[C:9]([CH:8]=[C:7]([O:14][CH3:15])[C:6]=1[O:16][CH3:17])[NH2:11])#[N:2]. The yield is 0.820. The catalyst is C(O)C.C(Cl)Cl.[Fe]. The reactants are [C:1]([CH2:3][O:4][C:5]1[CH:10]=[C:9]([N+:11]([O-])=O)[CH:8]=[C:7]([O:14][CH3:15])[C:6]=1[O:16][CH3:17])#[N:2].[Cl-].[NH4+]. (5) The reactants are [Br:1][C:2]1[CH:3]=[C:4]([N+:16]([O-])=O)[C:5]([NH:8][C:9](=[O:15])[O:10][C:11]([CH3:14])([CH3:13])[CH3:12])=[N:6][CH:7]=1. The catalyst is C(O)(=O)C.C(OCC)(=O)C.[Fe]. The product is [NH2:16][C:4]1[C:5]([NH:8][C:9](=[O:15])[O:10][C:11]([CH3:13])([CH3:12])[CH3:14])=[N:6][CH:7]=[C:2]([Br:1])[CH:3]=1. The yield is 0.640. (6) The product is [CH:25]1([N:19]2[CH2:18][CH2:17][N:16]([C:14]([C:11]3[CH:10]=[CH:9][C:8]([CH2:7][N:1]4[CH2:2][CH2:3][O:4][CH2:5][CH2:6]4)=[CH:13][CH:12]=3)=[O:15])[CH2:21][CH2:20]2)[CH2:27][CH2:26]1. The reactants are [N:1]1([CH2:7][C:8]2[CH:13]=[CH:12][C:11]([C:14]([N:16]3[CH2:21][CH2:20][NH:19][CH2:18][CH2:17]3)=[O:15])=[CH:10][CH:9]=2)[CH2:6][CH2:5][O:4][CH2:3][CH2:2]1.C(O[C:25]1(O[Si](C)(C)C)[CH2:27][CH2:26]1)C.C(O)(=O)C.[BH3-]C#N.[Na+]. The catalyst is CO. The yield is 0.380.